This data is from Reaction yield outcomes from USPTO patents with 853,638 reactions. The task is: Predict the reaction yield, written as a fraction of the theoretical maximum amount of product (1.0 means a 100% yield; for example, 0.34 means a 34% yield). (1) The reactants are [CH3:1][O:2][C:3]1[CH:40]=[CH:39][CH:38]=[CH:37][C:4]=1[CH2:5][N:6]1[CH:10]=[CH:9][N:8]=[C:7]1[C:11]1[CH:16]=[CH:15][C:14]([NH:17][C:18]2[CH:27]=[CH:26][C:25]3[C:20](=[CH:21][CH:22]=[CH:23][CH:24]=3)[C:19]=2[NH:28][C:29](=[O:36])[CH2:30][C:31](OCC)=[O:32])=[CH:13][CH:12]=1.[N+](C1C=CC(C2NC=CN=2)=CC=1)([O-])=O.COC1C=CC=CC=1CCl.ClC1C=CC(CN2C=CN=C2C2C=CC(NC3C=CC4C(=CC=CC=4)C=3[N+]([O-])=O)=CC=2)=CC=1.ClC1C=CC(CN2C=CN=C2C2C=CC(NC3C=CC4C(=CC=CC=4)C=3NC(=O)CC(OCC)=O)=CC=2)=CC=1.Cl.ClC1C=CC(CN2C=CN=C2C2C=CC(N3C(=O)CC(=O)NC4C5C(C=CC3=4)=CC=CC=5)=CC=2)=CC=1. No catalyst specified. The product is [CH3:1][O:2][C:3]1[CH:40]=[CH:39][CH:38]=[CH:37][C:4]=1[CH2:5][N:6]1[CH:10]=[CH:9][N:8]=[C:7]1[C:11]1[CH:16]=[CH:15][C:14]([N:17]2[C:31](=[O:32])[CH2:30][C:29](=[O:36])[NH:28][C:19]3[C:20]4[C:25]([CH:26]=[CH:27][C:18]2=3)=[CH:24][CH:23]=[CH:22][CH:21]=4)=[CH:13][CH:12]=1. The yield is 0.0200. (2) The reactants are Cl[C:2]1[C:3]([C:12]#N)=[N:4][CH:5]=[C:6]([C:8]([F:11])([F:10])[F:9])[CH:7]=1.C[Mg]Br.Cl.[SH:18][CH2:19][C:20]([O:22][CH2:23][CH3:24])=[O:21].[C:25](=O)([O-])[O-].[K+].[K+]. The catalyst is O1CCCC1.C(OCC)C.O.CN(C)C=O. The product is [CH3:25][C:12]1[C:3]2=[N:4][CH:5]=[C:6]([C:8]([F:11])([F:10])[F:9])[CH:7]=[C:2]2[S:18][C:19]=1[C:20]([O:22][CH2:23][CH3:24])=[O:21]. The yield is 0.540. (3) The product is [CH3:1][N:2]([CH3:20])[C:3]1[CH:4]=[CH:5][C:6]([C:7]([N:9]2[CH:10]3[CH2:16][CH2:15][CH:14]2[CH2:13][C:12]([OH:17])([CH3:21])[CH2:11]3)=[O:8])=[CH:18][CH:19]=1. The yield is 0.210. The reactants are [CH3:1][N:2]([CH3:20])[C:3]1[CH:19]=[CH:18][C:6]([C:7]([N:9]2[CH:14]3[CH2:15][CH2:16][CH:10]2[CH2:11][C:12](=[O:17])[CH2:13]3)=[O:8])=[CH:5][CH:4]=1.[CH3:21][Mg]Br. The catalyst is C1COCC1.